This data is from Peptide-MHC class II binding affinity with 134,281 pairs from IEDB. The task is: Regression. Given a peptide amino acid sequence and an MHC pseudo amino acid sequence, predict their binding affinity value. This is MHC class II binding data. (1) The peptide sequence is AMKVAATAANAAPAN. The MHC is DRB1_0701 with pseudo-sequence DRB1_0701. The binding affinity (normalized) is 0.431. (2) The peptide sequence is SRKRRSHDVLTVQFL. The MHC is DRB1_0901 with pseudo-sequence DRB1_0901. The binding affinity (normalized) is 0.373.